Dataset: Reaction yield outcomes from USPTO patents with 853,638 reactions. Task: Predict the reaction yield, written as a fraction of the theoretical maximum amount of product (1.0 means a 100% yield; for example, 0.34 means a 34% yield). The reactants are [H-].[Na+].[CH3:3][C:4]1([C:9]2[CH:10]=[C:11]3[C:15](=[CH:16][CH:17]=2)[N:14]([CH2:18][C:19]([F:22])([F:21])[F:20])[C:13](=[O:23])[CH2:12]3)OCC[O:5]1.C1(N(C2C=CC=CC=2)[C:31](=[O:48])[NH:32][C:33]2[CH:34]=[C:35]([CH:45]=[CH:46][CH:47]=2)[C:36]([NH:38][C:39]2[CH:44]=[CH:43][CH:42]=[CH:41][CH:40]=2)=[O:37])C=CC=CC=1.Cl. The catalyst is CN(P(N(C)C)(N(C)C)=O)C.O. The product is [C:39]1([NH:38][C:36]([C:35]2[CH:34]=[C:33]([NH:32][C:31]([CH:12]3[C:11]4[C:15](=[CH:16][CH:17]=[C:9]([C:4](=[O:5])[CH3:3])[CH:10]=4)[N:14]([CH2:18][C:19]([F:21])([F:22])[F:20])[C:13]3=[O:23])=[O:48])[CH:47]=[CH:46][CH:45]=2)=[O:37])[CH:44]=[CH:43][CH:42]=[CH:41][CH:40]=1. The yield is 0.150.